From a dataset of Forward reaction prediction with 1.9M reactions from USPTO patents (1976-2016). Predict the product of the given reaction. (1) Given the reactants Br[C:2]1[CH:10]=[C:9]2[C:5]([C:6]([CH3:14])([CH3:13])[C:7](=[O:12])[N:8]2[CH3:11])=[CH:4][CH:3]=1.CC1(C)C(C)(C)OB([C:23]2[CH:24]=[N:25][N:26](C(OC(C)(C)C)=O)[CH:27]=2)O1.C(=O)([O-])[O-].[Na+].[Na+], predict the reaction product. The product is: [CH3:11][N:8]1[C:9]2[C:5](=[CH:4][CH:3]=[C:2]([C:23]3[CH:24]=[N:25][NH:26][CH:27]=3)[CH:10]=2)[C:6]([CH3:14])([CH3:13])[C:7]1=[O:12]. (2) Given the reactants [F:1][C:2]1[CH:3]=[CH:4][C:5]2[S:9][CH:8]=[CH:7][C:6]=2[CH:10]=1.C([Li])CCC.C([O:19][B:20](OC(C)C)[O:21]C(C)C)(C)C, predict the reaction product. The product is: [F:1][C:2]1[CH:3]=[CH:4][C:5]2[S:9][C:8]([B:20]([OH:21])[OH:19])=[CH:7][C:6]=2[CH:10]=1. (3) The product is: [CH2:8]([O:12][C:13]1[CH:14]=[CH:15][C:16]([C:17]([O:19][CH3:20])=[O:18])=[CH:21][CH:22]=1)[C:9]#[C:10][CH3:11]. Given the reactants C(=O)([O-])[O-].[K+].[K+].Br[CH2:8][C:9]#[C:10][CH3:11].[OH:12][C:13]1[CH:22]=[CH:21][C:16]([C:17]([O:19][CH3:20])=[O:18])=[CH:15][CH:14]=1, predict the reaction product. (4) Given the reactants [NH2:1][C:2]1[N:7]=[C:6]([OH:8])[CH:5]=[C:4]([NH2:9])[N:3]=1.C([O-])(=O)C.[Na+].Br[CH2:16][C:17]([C:19]1[CH:28]=[CH:27][C:22]([C:23]([O:25][CH3:26])=[O:24])=[CH:21][CH:20]=1)=O, predict the reaction product. The product is: [NH2:1][C:2]1[N:7]=[C:6]([OH:8])[C:5]2[CH:16]=[C:17]([C:19]3[CH:28]=[CH:27][C:22]([C:23]([O:25][CH3:26])=[O:24])=[CH:21][CH:20]=3)[NH:9][C:4]=2[N:3]=1. (5) The product is: [F:1][C:2]1[CH:3]=[CH:4][C:5]2[S:11][C:10]3[CH:12]=[CH:13][CH:14]=[CH:15][C:9]=3[N:8]=[C:7]([N:16]3[CH2:21][CH2:20][N:19]([C:30](=[O:32])[CH3:31])[CH2:18][CH2:17]3)[C:6]=2[CH:22]=1. Given the reactants [F:1][C:2]1[CH:3]=[CH:4][C:5]2[S:11][C:10]3[CH:12]=[CH:13][CH:14]=[CH:15][C:9]=3[N:8]=[C:7]([N:16]3[CH2:21][CH2:20][NH:19][CH2:18][CH2:17]3)[C:6]=2[CH:22]=1.C(N(CC)CC)C.[C:30](Cl)(=[O:32])[CH3:31], predict the reaction product.